Dataset: Catalyst prediction with 721,799 reactions and 888 catalyst types from USPTO. Task: Predict which catalyst facilitates the given reaction. (1) Reactant: [Br:1][CH:2]1[CH2:8][CH2:7][CH2:6][C:5]2[CH:9]=[C:10]([N:13]3[CH2:17][C@H:16]([CH2:18][NH:19][C:20](=[O:22])[CH3:21])[O:15][C:14]3=[O:23])[CH:11]=[CH:12][C:4]=2[C:3]1=O.[CH3:25][NH:26][C:27]([NH2:29])=[S:28]. Product: [BrH:1].[CH3:25][NH:26][C:27]1[S:28][C:2]2[CH2:8][CH2:7][CH2:6][C:5]3[CH:9]=[C:10]([N:13]4[CH2:17][C@H:16]([CH2:18][NH:19][C:20](=[O:22])[CH3:21])[O:15][C:14]4=[O:23])[CH:11]=[CH:12][C:4]=3[C:3]=2[N:29]=1. The catalyst class is: 8. (2) Reactant: O.[OH-].[Li+].C([O:6][C:7]([C@H:9]([O:28][C:29]([N:31]1[CH2:36][CH2:35][CH:34]([N:37]2[CH2:43][CH2:42][C:41]3[CH:44]=[CH:45][CH:46]=[CH:47][C:40]=3[NH:39][C:38]2=[O:48])[CH2:33][CH2:32]1)=[O:30])[CH2:10][C:11]1[CH:12]=[C:13]2[C:17](=[C:18]([CH3:20])[CH:19]=1)[N:16]([C:21]([O:23][C:24]([CH3:27])([CH3:26])[CH3:25])=[O:22])[N:15]=[CH:14]2)=[O:8])C. Product: [C:7]([C@H:9]([O:28][C:29]([N:31]1[CH2:32][CH2:33][CH:34]([N:37]2[CH2:43][CH2:42][C:41]3[CH:44]=[CH:45][CH:46]=[CH:47][C:40]=3[NH:39][C:38]2=[O:48])[CH2:35][CH2:36]1)=[O:30])[CH2:10][C:11]1[CH:12]=[C:13]2[C:17](=[C:18]([CH3:20])[CH:19]=1)[N:16]([C:21]([O:23][C:24]([CH3:27])([CH3:26])[CH3:25])=[O:22])[N:15]=[CH:14]2)([OH:8])=[O:6]. The catalyst class is: 90. (3) The catalyst class is: 242. Product: [C:1]1(=[C:7]([C:18]2[CH:23]=[CH:22][C:21]([OH:24])=[CH:20][CH:19]=2)[C:8]2[CH:17]=[CH:16][C:11]([C:12]([OH:14])=[O:13])=[CH:10][CH:9]=2)[CH2:6][CH2:5][CH2:4][CH2:3][CH2:2]1. Reactant: [C:1]1(=[C:7]([C:18]2[CH:23]=[CH:22][C:21]([OH:24])=[CH:20][CH:19]=2)[C:8]2[CH:17]=[CH:16][C:11]([C:12]([O:14]C)=[O:13])=[CH:10][CH:9]=2)[CH2:6][CH2:5][CH2:4][CH2:3][CH2:2]1.[OH-].[Na+]. (4) Reactant: Cl[CH2:2][C:3]1[CH:11]=[CH:10][C:6]([C:7]([OH:9])=[O:8])=[CH:5][CH:4]=1.[N-:12]=[N+:13]=[N-:14].[Na+]. Product: [N:12]([CH2:2][C:3]1[CH:11]=[CH:10][C:6]([C:7]([OH:9])=[O:8])=[CH:5][CH:4]=1)=[N+:13]=[N-:14]. The catalyst class is: 8. (5) Reactant: [NH:1]1[CH:5]=[CH:4][C:3]([C:6]([O:8][CH2:9][CH3:10])=[O:7])=[N:2]1.C(=O)([O-])[O-].[Cs+].[Cs+].[F:17][CH2:18][CH2:19]I. Product: [F:17][CH2:18][CH2:19][N:2]1[C:3]([C:6]([O:8][CH2:9][CH3:10])=[O:7])=[CH:4][CH:5]=[N:1]1. The catalyst class is: 10.